This data is from Full USPTO retrosynthesis dataset with 1.9M reactions from patents (1976-2016). The task is: Predict the reactants needed to synthesize the given product. Given the product [F:1][C:2]1[CH:7]=[CH:6][C:5]([F:8])=[CH:4][C:3]=1[CH2:9][C:10]([N:12]1[CH2:17][CH2:16][NH:15][C:14]2[N:18]=[CH:19][C:20]([C:39]3[CH:40]=[CH:41][C:36]([C:34]([N:31]4[CH2:30][CH2:29][CH:28]([N:23]5[CH2:24][CH2:25][CH2:26][CH2:27]5)[CH2:33][CH2:32]4)=[O:35])=[CH:37][CH:38]=3)=[CH:21][C:13]1=2)=[O:11], predict the reactants needed to synthesize it. The reactants are: [F:1][C:2]1[CH:7]=[CH:6][C:5]([F:8])=[CH:4][C:3]=1[CH2:9][C:10]([N:12]1[CH2:17][CH2:16][NH:15][C:14]2[N:18]=[CH:19][C:20](I)=[CH:21][C:13]1=2)=[O:11].[N:23]1([CH:28]2[CH2:33][CH2:32][N:31]([C:34]([C:36]3[CH:41]=[CH:40][C:39](B4OC(C)(C)C(C)(C)O4)=[CH:38][CH:37]=3)=[O:35])[CH2:30][CH2:29]2)[CH2:27][CH2:26][CH2:25][CH2:24]1.